Task: Predict the product of the given reaction.. Dataset: Forward reaction prediction with 1.9M reactions from USPTO patents (1976-2016) (1) Given the reactants Cl[C:2]1[N:7]=[C:6]([Cl:8])[N:5]=[CH:4][N:3]=1.C(N(CC)C(C)C)(C)C.Cl.[Br:19][C:20]1[CH:21]=[C:22]2[C:27](=[CH:28][CH:29]=1)[CH2:26][NH:25][CH2:24][CH2:23]2, predict the reaction product. The product is: [Br:19][C:20]1[CH:21]=[C:22]2[C:27](=[CH:28][CH:29]=1)[CH2:26][N:25]([C:2]1[N:7]=[C:6]([Cl:8])[N:5]=[CH:4][N:3]=1)[CH2:24][CH2:23]2. (2) Given the reactants [CH2:1]([S:3]([C:6]1[CH:7]=[C:8]([C:12]2[CH:17]=[C:16]([C:18]([F:21])([F:20])[F:19])[C:15]([CH3:22])=[C:14]([NH2:23])[C:13]=2[C:24]2[C:25](F)=[N:26][CH:27]=[C:28]([CH3:30])[CH:29]=2)[CH:9]=[CH:10][CH:11]=1)(=[O:5])=[O:4])[CH3:2].[CH3:32][C:33]([OH:35])=[O:34], predict the reaction product. The product is: [C:33]([OH:35])(=[O:34])[CH3:32].[CH2:1]([S:3]([C:6]1[CH:7]=[C:8]([C:12]2[CH:17]=[C:16]([C:18]([F:21])([F:20])[F:19])[C:15]([CH3:22])=[C:14]3[C:13]=2[C:24]2[CH:29]=[C:28]([CH3:30])[CH:27]=[N:26][C:25]=2[NH:23]3)[CH:9]=[CH:10][CH:11]=1)(=[O:5])=[O:4])[CH3:2]. (3) Given the reactants [CH3:1][N:2]([CH3:21])[CH2:3][CH2:4][NH:5][C:6]1[N:7]=[N+:8]([O-:20])[C:9]2[CH:18]=[C:17]3[C:13]([CH2:14][CH:15]([CH3:19])[CH2:16]3)=[CH:12][C:10]=2[N:11]=1.C[OH:23].C(Cl)Cl, predict the reaction product. The product is: [CH3:21][N:2]([CH3:1])[CH2:3][CH2:4][NH:5][C:6]1[N:7]=[N+:8]([O-:20])[C:9]2[CH:18]=[C:17]3[C:13]([CH2:14][CH:15]([CH3:19])[CH2:16]3)=[CH:12][C:10]=2[N+:11]=1[O-:23].